The task is: Predict the product of the given reaction.. This data is from Forward reaction prediction with 1.9M reactions from USPTO patents (1976-2016). (1) Given the reactants [F:1][C:2]1[CH:3]=[C:4]([CH:7]=[CH:8][C:9]=1[C:10]([F:13])([F:12])[F:11])[CH:5]=O.C(O)(=O)[CH2:15][C:16]([OH:18])=[O:17].N1CCCCC1.Cl, predict the reaction product. The product is: [F:1][C:2]1[CH:3]=[C:4]([CH:5]=[CH:15][C:16]([OH:18])=[O:17])[CH:7]=[CH:8][C:9]=1[C:10]([F:13])([F:12])[F:11]. (2) Given the reactants N[C:2]1([Br:14])[CH:7]=[CH:6][C:5]([C:8]2[CH:13]=[CH:12][CH:11]=[CH:10][CH:9]=2)=[CH:4][CH2:3]1.[BH3-][C:16]#[N:17].[Na+].[OH-].[Na+].[CH3:21]C(O)=O, predict the reaction product. The product is: [Br:14][C:2]1([N:17]([CH3:16])[CH3:21])[CH:7]=[CH:6][C:5]([C:8]2[CH:13]=[CH:12][CH:11]=[CH:10][CH:9]=2)=[CH:4][CH2:3]1.